From a dataset of Forward reaction prediction with 1.9M reactions from USPTO patents (1976-2016). Predict the product of the given reaction. (1) Given the reactants C(=O)([O-])[O-].[K+].[K+].Cl.[CH2:8]([NH2:12])[CH2:9][C:10]#[CH:11].[Cl:13][C:14]1[CH:15]=[C:16]([CH2:21][S:22](Cl)(=[O:24])=[O:23])[CH:17]=[CH:18][C:19]=1[Cl:20], predict the reaction product. The product is: [CH2:8]([NH:12][S:22]([CH2:21][C:16]1[CH:17]=[CH:18][C:19]([Cl:20])=[C:14]([Cl:13])[CH:15]=1)(=[O:24])=[O:23])[CH2:9][C:10]#[CH:11]. (2) Given the reactants [OH:1][C:2]1[C:3]([CH:9]=O)=[N:4][C:5]([CH3:8])=[CH:6][CH:7]=1.C(=O)([O-])[O-].[K+].[K+].Br[CH2:18][C:19]([O:21][CH2:22][CH3:23])=[O:20].O, predict the reaction product. The product is: [CH3:8][C:5]1[N:4]=[C:3]2[CH:9]=[C:18]([C:19]([O:21][CH2:22][CH3:23])=[O:20])[O:1][C:2]2=[CH:7][CH:6]=1. (3) Given the reactants Br[CH2:2][C:3]1[CH:8]=[CH:7][C:6]([O:9][C:10]([F:13])([F:12])[F:11])=[CH:5][CH:4]=1.[C-:14]#[N:15].[Na+], predict the reaction product. The product is: [F:11][C:10]([F:13])([F:12])[O:9][C:6]1[CH:7]=[CH:8][C:3]([CH2:2][C:14]#[N:15])=[CH:4][CH:5]=1. (4) Given the reactants [Br:1][C:2]1[CH:3]=[C:4]([CH:10]=[CH:11][CH:12]=1)[CH2:5][O:6][CH2:7][CH2:8]O.[C:13]1(=[O:23])[NH:17][C:16](=[O:18])[C:15]2=[CH:19][CH:20]=[CH:21][CH:22]=[C:14]12, predict the reaction product. The product is: [Br:1][C:2]1[CH:3]=[C:4]([CH:10]=[CH:11][CH:12]=1)[CH2:5][O:6][CH2:7][CH2:8][N:17]1[C:13](=[O:23])[C:14]2[C:15](=[CH:19][CH:20]=[CH:21][CH:22]=2)[C:16]1=[O:18]. (5) Given the reactants [Cl-].[C:2]([C@@H:5]([O:24][CH2:25][CH3:26])[CH2:6][C:7]1[CH:23]=[CH:22][C:10]([O:11][CH2:12][CH2:13][CH2:14][C:15]2[CH:20]=[CH:19][C:18]([NH3+:21])=[CH:17][CH:16]=2)=[CH:9][CH:8]=1)([OH:4])=[O:3].C(N(CC)C(C)C)(C)C.[C:36]([O:40][C:41]([NH:43][C:44](=[N:47][C:48]([O:50][C:51]([CH3:54])([CH3:53])[CH3:52])=[O:49])SC)=[O:42])([CH3:39])([CH3:38])[CH3:37], predict the reaction product. The product is: [C:51]([O:50][C:48]([NH:47][C:44]([NH:21][C:18]1[CH:17]=[CH:16][C:15]([CH2:14][CH2:13][CH2:12][O:11][C:10]2[CH:22]=[CH:23][C:7]([CH2:6][C@H:5]([O:24][CH2:25][CH3:26])[C:2]([OH:4])=[O:3])=[CH:8][CH:9]=2)=[CH:20][CH:19]=1)=[N:43][C:41]([O:40][C:36]([CH3:39])([CH3:38])[CH3:37])=[O:42])=[O:49])([CH3:54])([CH3:53])[CH3:52]. (6) The product is: [Cl:32][C:33]1[C:34]([F:43])=[C:35]([S:39]([NH:8][C:7]2[CH:6]=[CH:5][C:4]([F:9])=[C:3]([NH:10][C:11]3[C:16]([C:17]4[N:25]=[CH:24][N:23]=[C:22]5[C:18]=4[N:19]=[CH:20][N:21]5[CH:26]4[CH2:31][CH2:30][CH2:29][CH2:28][O:27]4)=[CH:15][CH:14]=[CH:13][N:12]=3)[C:2]=2[F:1])(=[O:41])=[O:40])[CH:36]=[CH:37][CH:38]=1. Given the reactants [F:1][C:2]1[C:7]([NH2:8])=[CH:6][CH:5]=[C:4]([F:9])[C:3]=1[NH:10][C:11]1[C:16]([C:17]2[N:25]=[CH:24][N:23]=[C:22]3[C:18]=2[N:19]=[CH:20][N:21]3[CH:26]2[CH2:31][CH2:30][CH2:29][CH2:28][O:27]2)=[CH:15][CH:14]=[CH:13][N:12]=1.[Cl:32][C:33]1[C:34]([F:43])=[C:35]([S:39](Cl)(=[O:41])=[O:40])[CH:36]=[CH:37][CH:38]=1.N1C=CC=CC=1, predict the reaction product.